This data is from SARS-CoV-2 main protease (3CLPro) crystallographic fragment screen with 879 compounds. The task is: Binary Classification. Given a drug SMILES string, predict its activity (active/inactive) in a high-throughput screening assay against a specified biological target. (1) The compound is Cn1cc(Cl)c(C(=O)NC2CCCC2)n1. The result is 0 (inactive). (2) The compound is O=C(Nc1nccs1)[C@@H]1C[C@H]1c1ccccc1. The result is 0 (inactive). (3) The molecule is CC(C)(C)OC(=O)N1CCCC1(C)C(N)=O. The result is 0 (inactive). (4) The molecule is O=C(O)[C@H]1CCC[C@H]1c1ccsc1. The result is 0 (inactive). (5) The molecule is Cc1ccc(OCC(=O)Nc2cc(C)on2)cc1. The result is 0 (inactive).